From a dataset of Full USPTO retrosynthesis dataset with 1.9M reactions from patents (1976-2016). Predict the reactants needed to synthesize the given product. (1) Given the product [CH3:1][N:2]1[CH2:11][C@@H:10]2[C@H:5]([CH2:6][CH2:7][CH2:8][CH2:9]2)[N:4]([CH:12]2[CH2:17][CH2:16][NH:15][CH2:14][CH2:13]2)[C:3]1=[O:25], predict the reactants needed to synthesize it. The reactants are: [CH3:1][N:2]1[CH2:11][C@@H:10]2[C@H:5]([CH2:6][CH2:7][CH2:8][CH2:9]2)[N:4]([CH:12]2[CH2:17][CH2:16][N:15](C(OC(C)(C)C)=O)[CH2:14][CH2:13]2)[C:3]1=[O:25]. (2) Given the product [C:15]([NH:19][S:11]([C:7]1[S:6][C:5]([NH:4][C:1](=[O:3])[CH3:2])=[N:9][C:8]=1[CH3:10])(=[O:13])=[O:12])([CH3:18])([CH3:17])[CH3:16], predict the reactants needed to synthesize it. The reactants are: [C:1]([NH:4][C:5]1[S:6][C:7]([S:11](Cl)(=[O:13])=[O:12])=[C:8]([CH3:10])[N:9]=1)(=[O:3])[CH3:2].[C:15]([NH2:19])([CH3:18])([CH3:17])[CH3:16]. (3) Given the product [Cl:36][C:2]#[C:1][C:3]1[CH:8]=[CH:7][C:6]([F:9])=[CH:5][CH:4]=1, predict the reactants needed to synthesize it. The reactants are: [C:1]([C:3]1[CH:8]=[CH:7][C:6]([F:9])=[CH:5][CH:4]=1)#[CH:2].C(=O)([O-])[O-].[K+].[K+].CCCC[N+](CCCC)(CCCC)CCCC.[F-].O.C(Cl)(Cl)(Cl)[Cl:36].